The task is: Predict the reactants needed to synthesize the given product.. This data is from Full USPTO retrosynthesis dataset with 1.9M reactions from patents (1976-2016). (1) Given the product [OH:2][CH2:1][C:3]1[CH:20]=[C:19]([C:21]([F:22])([F:23])[F:24])[CH:18]=[CH:17][C:4]=1[O:5][C:6]1[CH:7]=[C:8]([CH:12]([CH3:16])[C:13]([OH:15])=[O:14])[CH:9]=[CH:10][CH:11]=1, predict the reactants needed to synthesize it. The reactants are: [CH:1]([C:3]1[CH:20]=[C:19]([C:21]([F:24])([F:23])[F:22])[CH:18]=[CH:17][C:4]=1[O:5][C:6]1[CH:7]=[C:8]([CH:12]([CH3:16])[C:13]([OH:15])=[O:14])[CH:9]=[CH:10][CH:11]=1)=[O:2].[BH4-].[Na+]. (2) Given the product [ClH:17].[Cl:17][C:18]1[CH:19]=[CH:20][C:21]([O:22][CH:23]2[CH2:27][CH2:26][N:25]([CH2:3][CH:2]([OH:1])[CH:4]([O:6][C:7]3[CH:12]=[CH:11][CH:10]=[CH:9][C:8]=3[NH:13][C:14](=[O:16])[CH3:15])[CH3:5])[CH2:24]2)=[CH:28][CH:29]=1, predict the reactants needed to synthesize it. The reactants are: [O:1]1[CH2:3][CH:2]1[CH:4]([O:6][C:7]1[CH:12]=[CH:11][CH:10]=[CH:9][C:8]=1[NH:13][C:14](=[O:16])[CH3:15])[CH3:5].[Cl:17][C:18]1[CH:29]=[CH:28][C:21]([O:22][CH:23]2[CH2:27][CH2:26][NH:25][CH2:24]2)=[CH:20][CH:19]=1. (3) Given the product [CH:1]([C:3]1[CH:11]=[C:7]([C:8]([O:10][CH3:17])=[O:9])[C:6]([OH:12])=[CH:5][CH:4]=1)=[O:2], predict the reactants needed to synthesize it. The reactants are: [CH:1]([C:3]1[CH:11]=[C:7]([C:8]([OH:10])=[O:9])[C:6]([OH:12])=[CH:5][CH:4]=1)=[O:2].S(Cl)(Cl)=O.[CH3:17]O. (4) Given the product [Br:1][C:2]1[C:7]([Cl:8])=[C:6]([CH2:9][C:10]2[CH:15]=[CH:14][C:13]([O:16][CH2:17][CH3:18])=[CH:12][CH:11]=2)[CH:5]=[C:4]([C@H:19]2[C@H:24]([O:25][CH2:26][C:27]3[CH:32]=[CH:31][CH:30]=[CH:29][CH:28]=3)[C@@H:23]([O:33][CH2:34][C:35]3[CH:40]=[CH:39][CH:38]=[CH:37][CH:36]=3)[C@H:22]([O:41][CH2:42][C:43]3[CH:44]=[CH:45][CH:46]=[CH:47][CH:48]=3)[C@@H:21]([CH2:49][O:50][CH2:51][C:52]3[CH:53]=[CH:54][CH:55]=[CH:56][CH:57]=3)[O:20]2)[C:3]=1[O:58][CH2:66][CH2:67][CH2:68][OH:69], predict the reactants needed to synthesize it. The reactants are: [Br:1][C:2]1[C:7]([Cl:8])=[C:6]([CH2:9][C:10]2[CH:15]=[CH:14][C:13]([O:16][CH2:17][CH3:18])=[CH:12][CH:11]=2)[CH:5]=[C:4]([C@H:19]2[C@H:24]([O:25][CH2:26][C:27]3[CH:32]=[CH:31][CH:30]=[CH:29][CH:28]=3)[C@@H:23]([O:33][CH2:34][C:35]3[CH:40]=[CH:39][CH:38]=[CH:37][CH:36]=3)[C@H:22]([O:41][CH2:42][C:43]3[CH:48]=[CH:47][CH:46]=[CH:45][CH:44]=3)[C@@H:21]([CH2:49][O:50][CH2:51][C:52]3[CH:57]=[CH:56][CH:55]=[CH:54][CH:53]=3)[O:20]2)[C:3]=1[OH:58].C([O-])([O-])=O.[K+].[K+].Br[CH2:66][CH2:67][CH2:68][OH:69].